Dataset: Catalyst prediction with 721,799 reactions and 888 catalyst types from USPTO. Task: Predict which catalyst facilitates the given reaction. (1) Reactant: [Cl:1][C:2]1[CH:7]=[CH:6][C:5]([S:8]([N:11]2[CH:16]3[CH2:17][CH:18]([C:20]4[O:24][N:23]=[C:22]([CH3:25])[N:21]=4)[CH2:19][CH:12]2[C:13](=[CH:27]O)[C:14](=O)[CH2:15]3)(=[O:10])=[O:9])=[CH:4][CH:3]=1.C(O)(=O)C.O.[NH2:34][NH2:35]. Product: [Cl:1][C:2]1[CH:3]=[CH:4][C:5]([S:8]([N:11]2[CH:16]3[CH2:15][C:14]4[NH:34][N:35]=[CH:27][C:13]=4[CH:12]2[CH2:19][CH:18]([C:20]2[O:24][N:23]=[C:22]([CH3:25])[N:21]=2)[CH2:17]3)(=[O:9])=[O:10])=[CH:6][CH:7]=1. The catalyst class is: 351. (2) Reactant: ClCCl.[CH2:4]([O:11][CH2:12][CH:13]([OH:23])[CH2:14][O:15][CH2:16][C:17]1[CH:22]=[CH:21][CH:20]=[CH:19][CH:18]=1)[C:5]1[CH:10]=[CH:9][CH:8]=[CH:7][CH:6]=1.C(N(CC)CC)C.CS(C)=O. Product: [CH2:4]([O:11][CH2:12][C:13]([CH2:14][O:15][CH2:16][C:17]1[CH:18]=[CH:19][CH:20]=[CH:21][CH:22]=1)=[O:23])[C:5]1[CH:6]=[CH:7][CH:8]=[CH:9][CH:10]=1. The catalyst class is: 84. (3) Reactant: [O:1]=[S:2]1(=[O:18])[C:7]2[CH:8]=[C:9]([NH:12][S:13]([CH3:16])(=[O:15])=[O:14])[CH:10]=[CH:11][C:6]=2[NH:5]C(=O)[NH:3]1. Product: [NH2:5][C:6]1[CH:11]=[CH:10][C:9]([NH:12][S:13]([CH3:16])(=[O:14])=[O:15])=[CH:8][C:7]=1[S:2]([NH2:3])(=[O:1])=[O:18]. The catalyst class is: 126. (4) Reactant: C(=O)(OC(C)(C)C)OC[N:4]1[C:8]2[N:9]=[C:10]([NH:25][C:26]3[CH:31]=[CH:30][C:29]([N:32]([C@H:34]4[CH2:38][CH2:37][N:36]([C:39](=[O:41])[CH3:40])[CH2:35]4)[CH3:33])=[CH:28][CH:27]=3)[N:11]=[C:12]([O:13][C:14]3[CH:19]=[CH:18][CH:17]=[C:16]([NH:20][C:21](=[O:24])[CH:22]=[CH2:23])[CH:15]=3)[C:7]=2[CH:6]=[CH:5]1.CO.C1COCC1.[OH-].[Na+]. Product: [C:39]([N:36]1[CH2:37][CH2:38][C@H:34]([N:32]([CH3:33])[C:29]2[CH:28]=[CH:27][C:26]([NH:25][C:10]3[N:11]=[C:12]([O:13][C:14]4[CH:15]=[C:16]([NH:20][C:21](=[O:24])[CH:22]=[CH2:23])[CH:17]=[CH:18][CH:19]=4)[C:7]4[CH:6]=[CH:5][NH:4][C:8]=4[N:9]=3)=[CH:31][CH:30]=2)[CH2:35]1)(=[O:41])[CH3:40]. The catalyst class is: 6. (5) Reactant: [C:1]([OH:8])(=[O:7])[CH2:2][CH2:3][C:4]([CH3:6])=[O:5].C(=O)([O-])[O-].[Cu+2:13].C(=O)=O. Product: [C:1]([O-:8])(=[O:7])[CH2:2][CH2:3][C:4]([CH3:6])=[O:5].[Cu+2:13].[C:1]([O-:8])(=[O:7])[CH2:2][CH2:3][C:4]([CH3:6])=[O:5]. The catalyst class is: 6. (6) Reactant: [Br:1][C:2]1[CH:8]=[CH:7][C:5]([NH2:6])=[C:4]([CH3:9])[CH:3]=1.[C:10]([O-])([O-])=O.[K+].[K+].IC. Product: [CH3:10][NH:6][C:5]1[CH:7]=[CH:8][C:2]([Br:1])=[CH:3][C:4]=1[CH3:9]. The catalyst class is: 3. (7) Reactant: [N+:1]([C:4]1[CH:9]=[CH:8][C:7]([C:10]2([C:14]([OH:16])=O)[CH2:13][CH2:12][CH2:11]2)=[CH:6][CH:5]=1)([O-:3])=[O:2].CCN(C(C)C)C(C)C.CN(C(ON1N=NC2C=CC=NC1=2)=[N+](C)C)C.F[P-](F)(F)(F)(F)F.[CH3:50][O:51][CH:52]([O:55][CH3:56])[CH2:53][NH2:54]. Product: [CH3:50][O:51][CH:52]([O:55][CH3:56])[CH2:53][NH:54][C:14]([C:10]1([C:7]2[CH:6]=[CH:5][C:4]([N+:1]([O-:3])=[O:2])=[CH:9][CH:8]=2)[CH2:11][CH2:12][CH2:13]1)=[O:16]. The catalyst class is: 139. (8) Reactant: [F:1][C:2]([F:10])([F:9])[CH:3]([OH:8])[CH2:4][C:5]([CH3:7])=[CH2:6].N1C=CC=CC=1.[F:17][C:18]([F:31])([F:30])[S:19](O[S:19]([C:18]([F:31])([F:30])[F:17])(=[O:21])=[O:20])(=[O:21])=[O:20]. Product: [F:17][C:18]([F:31])([F:30])[S:19]([O:8][CH:3]([CH2:4][C:5]([CH3:7])=[CH2:6])[C:2]([F:10])([F:9])[F:1])(=[O:21])=[O:20]. The catalyst class is: 4.